Dataset: Forward reaction prediction with 1.9M reactions from USPTO patents (1976-2016). Task: Predict the product of the given reaction. Given the reactants C(N(CC)CC)C.[F:8][C:9]([F:25])([F:24])[C:10]1[CH:11]=[C:12]([CH:20]([NH:22][CH3:23])[CH3:21])[CH:13]=[C:14]([C:16]([F:19])([F:18])[F:17])[CH:15]=1.ClC(Cl)(O[C:30](=[O:36])OC(Cl)(Cl)Cl)Cl.[C:38]([O:42][C:43](=[O:57])[NH:44][C@@:45]12[CH2:50][CH:49]1[CH2:48][NH:47][C@H:46]2[C:51]1[CH:56]=[CH:55][CH:54]=[CH:53][CH:52]=1)([CH3:41])([CH3:40])[CH3:39].C(N(C(C)C)CC)(C)C, predict the reaction product. The product is: [C:38]([O:42][C:43](=[O:57])[NH:44][C@@:45]12[CH2:50][CH:49]1[CH2:48][N:47]([C:30](=[O:36])[N:22]([C@H:20]([C:12]1[CH:13]=[C:14]([C:16]([F:17])([F:18])[F:19])[CH:15]=[C:10]([C:9]([F:8])([F:24])[F:25])[CH:11]=1)[CH3:21])[CH3:23])[C@H:46]2[C:51]1[CH:52]=[CH:53][CH:54]=[CH:55][CH:56]=1)([CH3:41])([CH3:39])[CH3:40].